Dataset: Forward reaction prediction with 1.9M reactions from USPTO patents (1976-2016). Task: Predict the product of the given reaction. (1) Given the reactants [NH2:1][C:2]1[N:7]=[CH:6][C:5]([O:8][C:9]2[C:18]3[CH2:17][N:16]([CH2:19][C:20]4[CH:25]=[CH:24][C:23]([O:26][CH3:27])=[CH:22][CH:21]=4)[C:15](=[O:28])[NH:14][C:13]=3[N:12]=[CH:11][CH:10]=2)=[CH:4][CH:3]=1.[F:29][C:30]1[CH:35]=[CH:34][C:33]([C:36]2[C:37](=[O:45])[C:38]([C:42](O)=[O:43])=[CH:39][NH:40][CH:41]=2)=[CH:32][CH:31]=1.C(N(CC)C(C)C)(C)C, predict the reaction product. The product is: [CH3:27][O:26][C:23]1[CH:24]=[CH:25][C:20]([CH2:19][N:16]2[CH2:17][C:18]3[C:9]([O:8][C:5]4[CH:4]=[CH:3][C:2]([NH:1][C:42]([C:38]5[C:37](=[O:45])[C:36]([C:33]6[CH:34]=[CH:35][C:30]([F:29])=[CH:31][CH:32]=6)=[CH:41][NH:40][CH:39]=5)=[O:43])=[N:7][CH:6]=4)=[CH:10][CH:11]=[N:12][C:13]=3[NH:14][C:15]2=[O:28])=[CH:21][CH:22]=1. (2) Given the reactants [CH3:1][O:2][C:3]1[CH:4]=[C:5]([CH2:9][C:10](Cl)=[O:11])[CH:6]=[CH:7][CH:8]=1.[NH2:13][C:14]1[CH:19]=[CH:18][CH:17]=[CH:16][CH:15]=1.O, predict the reaction product. The product is: [CH3:1][O:2][C:3]1[CH:4]=[C:5]([CH2:9][C:10]([NH:13][C:14]2[CH:19]=[CH:18][CH:17]=[CH:16][CH:15]=2)=[O:11])[CH:6]=[CH:7][CH:8]=1. (3) Given the reactants [N+:1]([C:4]1[CH:9]=[CH:8][CH:7]=[CH:6][C:5]=1[CH2:10][C:11](=O)[CH3:12])([O-])=O.[C]=O, predict the reaction product. The product is: [CH3:12][C:11]1[NH:1][C:4]2[C:5]([CH:10]=1)=[CH:6][CH:7]=[CH:8][CH:9]=2. (4) Given the reactants C1C=CN=CC=1.[FH:7].[F:8][C:9]1[CH:14]=[CH:13][C:12]([C:15]2[N:19]([CH2:20][C:21]3([CH3:24])[CH2:23][O:22]3)[N:18]=[C:17]([CH3:25])[CH:16]=2)=[CH:11][CH:10]=1.C([O-])(O)=O.[Na+], predict the reaction product. The product is: [F:7][C:21]([CH3:24])([CH2:20][N:19]1[C:15]([C:12]2[CH:13]=[CH:14][C:9]([F:8])=[CH:10][CH:11]=2)=[CH:16][C:17]([CH3:25])=[N:18]1)[CH2:23][OH:22].